This data is from Retrosynthesis with 50K atom-mapped reactions and 10 reaction types from USPTO. The task is: Predict the reactants needed to synthesize the given product. (1) Given the product Cc1cc(N)c(NC(=O)c2n[nH]cc2[N+](=O)[O-])cc1C, predict the reactants needed to synthesize it. The reactants are: Cc1cc(N)c(N)cc1C.O=C(Cl)c1n[nH]cc1[N+](=O)[O-]. (2) Given the product NCc1cccc(CNS(=O)(=O)c2cccc3cnccc23)c1, predict the reactants needed to synthesize it. The reactants are: CC(C)(C)OC(=O)NCc1cccc(CNS(=O)(=O)c2cccc3cnccc23)c1. (3) Given the product COc1ccc(CN2C(=O)CN(c3ccc(C[C@H](NC(=O)[C@H](Cc4ccccc4)NC(C)=O)C(=O)OCc4ccccc4)cc3)S2(=O)=O)cc1, predict the reactants needed to synthesize it. The reactants are: CC(=O)N[C@@H](Cc1ccccc1)C(=O)O.COc1ccc(CN2C(=O)CN(c3ccc(C[C@H](N)C(=O)OCc4ccccc4)cc3)S2(=O)=O)cc1.